Task: Predict the reactants needed to synthesize the given product.. Dataset: Full USPTO retrosynthesis dataset with 1.9M reactions from patents (1976-2016) (1) Given the product [N+:1]([C:4]1[CH:5]=[CH:6][C:7]2[O:13][CH2:12][CH2:11][NH:10][CH2:9][C:8]=2[CH:15]=1)([O-:3])=[O:2], predict the reactants needed to synthesize it. The reactants are: [N+:1]([C:4]1[CH:5]=[CH:6][C:7]2[O:13][CH2:12][CH2:11][NH:10][C:9](=O)[C:8]=2[CH:15]=1)([O-:3])=[O:2].Cl. (2) The reactants are: [Cl:1][C:2]1[CH:10]=[C:9]2[C:5]([C:6]([C:11]([N:13]3[CH2:18][CH2:17][C:16]4([C:22]5[CH:23]=[CH:24][C:25]([F:27])=[CH:26][C:21]=5[C:20](=[O:28])[O:19]4)[CH2:15][CH2:14]3)=[O:12])=[CH:7][NH:8]2)=[CH:4][CH:3]=1.[F:29][C:30]1[CH:31]=[C:32]([S:37](Cl)(=[O:39])=[O:38])[CH:33]=[C:34]([F:36])[CH:35]=1. Given the product [Cl:1][C:2]1[CH:10]=[C:9]2[C:5]([C:6]([C:11]([N:13]3[CH2:18][CH2:17][C:16]4([C:22]5[CH:23]=[CH:24][C:25]([F:27])=[CH:26][C:21]=5[C:20](=[O:28])[O:19]4)[CH2:15][CH2:14]3)=[O:12])=[CH:7][N:8]2[S:37]([C:32]2[CH:31]=[C:30]([F:29])[CH:35]=[C:34]([F:36])[CH:33]=2)(=[O:39])=[O:38])=[CH:4][CH:3]=1, predict the reactants needed to synthesize it. (3) Given the product [CH3:1][C:2]1[N:6]2[C:34](=[O:35])[N:8]([CH:9]3[CH2:14][CH2:13][N:12]([C:15]([O:17][C:18]([CH3:19])([CH3:21])[CH3:20])=[O:16])[CH2:11][CH2:10]3)[CH2:7][C:5]2=[C:4]([CH3:22])[N:3]=1, predict the reactants needed to synthesize it. The reactants are: [CH3:1][C:2]1[NH:3][C:4]([CH3:22])=[C:5]([CH2:7][NH:8][CH:9]2[CH2:14][CH2:13][N:12]([C:15]([O:17][C:18]([CH3:21])([CH3:20])[CH3:19])=[O:16])[CH2:11][CH2:10]2)[N:6]=1.C1CCN2C(=NCCC2)CC1.[C:34](=O)([O-])[O-:35].[K+].[K+]. (4) Given the product [Cl:1][C:2]1[C:11]2[C:6](=[CH:7][C:8]([Cl:12])=[CH:9][CH:10]=2)[N+:5]([O-:13])=[CH:4][CH:3]=1, predict the reactants needed to synthesize it. The reactants are: [Cl:1][C:2]1[C:11]2[C:6](=[CH:7][C:8]([Cl:12])=[CH:9][CH:10]=2)[N:5]=[CH:4][CH:3]=1.[OH:13]O. (5) Given the product [CH3:38][O:37][C:34]1[CH:33]=[CH:32][C:31]([CH2:30][N:8]([CH2:7][C:6]2[CH:5]=[CH:4][C:3]([O:2][CH3:1])=[CH:40][CH:39]=2)[C:9]2[N:10]=[CH:11][C:12]([C:15]3[C:16]4[CH2:29][CH2:28][N:27]([C:42]5[CH:47]=[CH:46][C:45]([C:48]([N:50]6[CH2:55][C@H:54]([CH3:56])[O:53][C@H:52]([CH3:57])[CH2:51]6)=[O:49])=[CH:44][C:43]=5[CH3:58])[C:17]=4[N:18]=[C:19]([N:21]4[CH2:26][CH2:25][O:24][CH2:23][CH2:22]4)[N:20]=3)=[CH:13][N:14]=2)=[CH:36][CH:35]=1, predict the reactants needed to synthesize it. The reactants are: [CH3:1][O:2][C:3]1[CH:40]=[CH:39][C:6]([CH2:7][N:8]([CH2:30][C:31]2[CH:36]=[CH:35][C:34]([O:37][CH3:38])=[CH:33][CH:32]=2)[C:9]2[N:14]=[CH:13][C:12]([C:15]3[C:16]4[CH2:29][CH2:28][NH:27][C:17]=4[N:18]=[C:19]([N:21]4[CH2:26][CH2:25][O:24][CH2:23][CH2:22]4)[N:20]=3)=[CH:11][N:10]=2)=[CH:5][CH:4]=1.Br[C:42]1[CH:47]=[CH:46][C:45]([C:48]([N:50]2[CH2:55][C@H:54]([CH3:56])[O:53][C@H:52]([CH3:57])[CH2:51]2)=[O:49])=[CH:44][C:43]=1[CH3:58]. (6) Given the product [N+:1]([C:4]1[CH:5]=[C:6]([C:7]([N:26]2[CH2:31][CH2:30][S:29][CH2:28][CH2:27]2)=[O:9])[CH:10]=[C:11]([C:13]([F:16])([F:15])[F:14])[CH:12]=1)([O-:3])=[O:2], predict the reactants needed to synthesize it. The reactants are: [N+:1]([C:4]1[CH:5]=[C:6]([CH:10]=[C:11]([C:13]([F:16])([F:15])[F:14])[CH:12]=1)[C:7]([OH:9])=O)([O-:3])=[O:2].CCN(C(C)C)C(C)C.[NH:26]1[CH2:31][CH2:30][S:29][CH2:28][CH2:27]1. (7) Given the product [Br:1][C:2]1[C:7]([F:8])=[CH:6][C:5]([S:9]([NH:14][CH2:15][CH2:16][OH:17])(=[O:11])=[O:10])=[C:4]([F:13])[CH:3]=1, predict the reactants needed to synthesize it. The reactants are: [Br:1][C:2]1[C:7]([F:8])=[CH:6][C:5]([S:9](Cl)(=[O:11])=[O:10])=[C:4]([F:13])[CH:3]=1.[NH2:14][CH2:15][CH2:16][OH:17].C(N(CC)CC)C. (8) Given the product [Cl:1][C:2]1[CH:7]=[CH:6][C:5]([C:8]2[CH:9]=[CH:10][C:11]([C:14](=[O:21])[CH2:15][CH2:16][C:17]([OH:19])=[O:18])=[CH:12][CH:13]=2)=[C:4]([F:22])[CH:3]=1, predict the reactants needed to synthesize it. The reactants are: [Cl:1][C:2]1[CH:7]=[CH:6][C:5]([C:8]2[CH:13]=[CH:12][C:11]([C:14](=[O:21])[CH2:15][CH2:16][C:17]([O:19]C)=[O:18])=[CH:10][CH:9]=2)=[C:4]([F:22])[CH:3]=1.